Dataset: Catalyst prediction with 721,799 reactions and 888 catalyst types from USPTO. Task: Predict which catalyst facilitates the given reaction. (1) Reactant: [Br-:1].[K+].C([O-])(=O)C.[Na+].[CH2:8]([O:10][C:11]([C:13]1[C:14]([C:22]([F:25])([F:24])[F:23])=[N:15][C:16]2[N:17]([CH:19]=[CH:20][N:21]=2)[CH:18]=1)=[O:12])[CH3:9].BrBr.S(=O)(O)[O-].[Na+]. Product: [CH2:8]([O:10][C:11]([C:13]1[C:14]([C:22]([F:24])([F:25])[F:23])=[N:15][C:16]2[N:17]([C:19]([Br:1])=[CH:20][N:21]=2)[CH:18]=1)=[O:12])[CH3:9]. The catalyst class is: 5. (2) Reactant: Cl[C:2]1[CH:7]=[CH:6][N:5]=[C:4]([N:8]2[CH2:13][CH2:12][N:11]([C:14]([O:16][C:17]([CH3:20])([CH3:19])[CH3:18])=[O:15])[CH2:10][CH2:9]2)[N:3]=1.[F:21][C:22]1[CH:27]=[CH:26][CH:25]=[CH:24][C:23]=1B(O)O.C(=O)([O-])[O-].[Na+].[Na+]. Product: [F:21][C:22]1[CH:27]=[CH:26][CH:25]=[CH:24][C:23]=1[C:2]1[CH:7]=[CH:6][N:5]=[C:4]([N:8]2[CH2:13][CH2:12][N:11]([C:14]([O:16][C:17]([CH3:20])([CH3:19])[CH3:18])=[O:15])[CH2:10][CH2:9]2)[N:3]=1. The catalyst class is: 57. (3) Reactant: Cl[C:2]1[C:11]2[C:6](=[CH:7][C:8]([O:16][CH2:17][CH3:18])=[C:9]([NH:12]C(=O)C)[CH:10]=2)[N:5]=[CH:4][C:3]=1[C:19]#[N:20].[Cl:21][C:22]1[CH:23]=[C:24]([CH:26]=[CH:27][C:28]=1[O:29][CH2:30][C:31]1[CH:36]=[CH:35][CH:34]=[CH:33][N:32]=1)[NH2:25].CS(O)(=O)=O.Cl.C(=O)([O-])[O-].[K+].[K+]. Product: [NH2:12][C:9]1[CH:10]=[C:11]2[C:6](=[CH:7][C:8]=1[O:16][CH2:17][CH3:18])[N:5]=[CH:4][C:3]([C:19]#[N:20])=[C:2]2[NH:25][C:24]1[CH:26]=[CH:27][C:28]([O:29][CH2:30][C:31]2[CH:36]=[CH:35][CH:34]=[CH:33][N:32]=2)=[C:22]([Cl:21])[CH:23]=1. The catalyst class is: 357. (4) Reactant: [Cl:1][C:2]1[CH:3]=[C:4]([S:31]([N:34](COC)[C:35]2[N:36]=[N:37][CH:38]=[CH:39][CH:40]=2)(=[O:33])=[O:32])[CH:5]=[CH:6][C:7]=1[O:8][C:9]1[CH:14]=[CH:13][C:12]([C:15]2[CH:20]=[CH:19][C:18]([C:21]([F:24])([F:23])[F:22])=[CH:17][CH:16]=2)=[CH:11][C:10]=1[C:25]1[CH:30]=[CH:29][N:28]=[N:27][CH:26]=1.ClC1C=C(S(/N=C2/N(COC)N=CC=C/2)(=O)=O)C=CC=1OC1C=CC(C2C=CC(C(F)(F)F)=CC=2)=CC=1C1C=CN=NC=1.Cl. Product: [Cl:1][C:2]1[CH:3]=[C:4]([S:31]([NH:34][C:35]2[N:36]=[N:37][CH:38]=[CH:39][CH:40]=2)(=[O:32])=[O:33])[CH:5]=[CH:6][C:7]=1[O:8][C:9]1[CH:14]=[CH:13][C:12]([C:15]2[CH:16]=[CH:17][C:18]([C:21]([F:24])([F:23])[F:22])=[CH:19][CH:20]=2)=[CH:11][C:10]=1[C:25]1[CH:30]=[CH:29][N:28]=[N:27][CH:26]=1. The catalyst class is: 269. (5) Reactant: Cl.Cl.Cl.[F:4][C:5]([F:19])([F:18])[C:6]1[CH:7]=[C:8]([N:12]2[CH2:17][CH2:16][NH:15][CH2:14][CH2:13]2)[CH:9]=[N:10][CH:11]=1.[C:20]([O:24][C:25]([NH:27][C@@H:28]1[CH2:32][CH2:31][C@:30]([CH:36]([CH3:38])[CH3:37])([C:33](O)=[O:34])[CH2:29]1)=[O:26])([CH3:23])([CH3:22])[CH3:21].F[P-](F)(F)(F)(F)F.N1(O[P+](N(C)C)(N(C)C)N(C)C)C2C=CC=CC=2N=N1.C(N(CC)CC)C. Product: [C:20]([O:24][C:25](=[O:26])[NH:27][C@@H:28]1[CH2:32][CH2:31][C@:30]([CH:36]([CH3:37])[CH3:38])([C:33]([N:15]2[CH2:16][CH2:17][N:12]([C:8]3[CH:9]=[N:10][CH:11]=[C:6]([C:5]([F:18])([F:4])[F:19])[CH:7]=3)[CH2:13][CH2:14]2)=[O:34])[CH2:29]1)([CH3:23])([CH3:22])[CH3:21]. The catalyst class is: 91. (6) Reactant: [NH2:1][C:2](=[O:35])[CH2:3][O:4][C:5]1[CH:6]=[C:7]2[C:12](=[CH:13][CH:14]=1)[C:11](=[O:15])[N:10]([CH2:16][CH:17]([CH3:19])[CH3:18])[C:9]([CH2:20][NH:21]C(=O)OC(C)(C)C)=[C:8]2[C:29]1[CH:34]=[CH:33][CH:32]=[CH:31][CH:30]=1.[ClH:36]. Product: [ClH:36].[NH2:21][CH2:20][C:9]1[N:10]([CH2:16][CH:17]([CH3:19])[CH3:18])[C:11](=[O:15])[C:12]2[C:7]([C:8]=1[C:29]1[CH:34]=[CH:33][CH:32]=[CH:31][CH:30]=1)=[CH:6][C:5]([O:4][CH2:3][C:2]([NH2:1])=[O:35])=[CH:14][CH:13]=2. The catalyst class is: 13. (7) Reactant: [C:1]1([CH3:29])[CH:6]=[CH:5][C:4]([C@@H:7]([NH:9][C:10]([C@H:12]2[CH2:17][CH2:16][C@@H:15]([NH:18][C:19]3[N:24]=[C:23]([N:25]([CH3:27])[CH3:26])[C:22]([CH3:28])=[CH:21][N:20]=3)[CH2:14][CH2:13]2)=[O:11])[CH3:8])=[CH:3][CH:2]=1.[ClH:30]. Product: [ClH:30].[CH3:27][N:25]([CH3:26])[C:23]1[C:22]([CH3:28])=[CH:21][N:20]=[C:19]([NH:18][C@@H:15]2[CH2:16][CH2:17][C@H:12]([C:10]([NH:9][C@H:7]([C:4]3[CH:5]=[CH:6][C:1]([CH3:29])=[CH:2][CH:3]=3)[CH3:8])=[O:11])[CH2:13][CH2:14]2)[N:24]=1. The catalyst class is: 135. (8) Reactant: N1C=CC=CC=1.[NH2:7][C:8]1[C:9]([NH:18][C:19]2[CH:24]=[CH:23][C:22]([Br:25])=[CH:21][C:20]=2[F:26])=[CH:10][C:11](=[O:17])[N:12]2[C:16]=1[CH2:15][CH2:14][CH2:13]2.[CH:27]1([S:33](Cl)(=[O:35])=[O:34])[CH2:32][CH2:31][CH2:30][CH2:29][CH2:28]1. Product: [Br:25][C:22]1[CH:23]=[CH:24][C:19]([NH:18][C:9]2[C:8]([NH:7][S:33]([CH:27]3[CH2:32][CH2:31][CH2:30][CH2:29][CH2:28]3)(=[O:35])=[O:34])=[C:16]3[N:12]([CH2:13][CH2:14][CH2:15]3)[C:11](=[O:17])[CH:10]=2)=[C:20]([F:26])[CH:21]=1. The catalyst class is: 64. (9) Product: [Br:13][C:10]1[CH:9]=[CH:8][C:7]([OH:12])=[C:6]([CH:1]2[CH2:2][CH2:3][CH2:4][CH2:5]2)[CH:11]=1. Reactant: [CH:1]1([C:6]2[CH:11]=[CH:10][CH:9]=[CH:8][C:7]=2[OH:12])[CH2:5][CH2:4][CH2:3][CH2:2]1.[Br-:13].[Br-].[Br-].C([N+](CCCC)(CCCC)CCCC)CCC.C([N+](CCCC)(CCCC)CCCC)CCC.C([N+](CCCC)(CCCC)CCCC)CCC. The catalyst class is: 22. (10) Reactant: [Si]([O:8][CH:9]([C:11]1[CH:12]=[CH:13][C:14]([C:17]2[NH:18][C:19]([CH:23]([C:31]3[CH:36]=[CH:35][C:34]([S:37]([CH:40]4[CH2:42][CH2:41]4)(=[O:39])=[O:38])=[CH:33][CH:32]=3)[CH2:24][CH:25]3[CH2:30][CH2:29][O:28][CH2:27][CH2:26]3)=[CH:20][C:21]=2[CH3:22])=[N:15][CH:16]=1)[CH3:10])(C(C)(C)C)(C)C.[F-].C([N+](CCCC)(CCCC)CCCC)CCC. Product: [CH:40]1([S:37]([C:34]2[CH:33]=[CH:32][C:31]([CH:23]([C:19]3[NH:18][C:17]([C:14]4[N:15]=[CH:16][C:11]([CH:9]([OH:8])[CH3:10])=[CH:12][CH:13]=4)=[C:21]([CH3:22])[CH:20]=3)[CH2:24][CH:25]3[CH2:26][CH2:27][O:28][CH2:29][CH2:30]3)=[CH:36][CH:35]=2)(=[O:39])=[O:38])[CH2:42][CH2:41]1. The catalyst class is: 54.